From a dataset of Catalyst prediction with 721,799 reactions and 888 catalyst types from USPTO. Predict which catalyst facilitates the given reaction. (1) Reactant: [C:1]([OH:9])(=O)[C:2]1[CH:7]=[CH:6][CH:5]=[CH:4][CH:3]=1.C(C1NC=CN=1)(C1NC=CN=1)=O.[NH:22]1[C:26]2[CH:27]=[CH:28][CH:29]=[CH:30][C:25]=2[N:24]=[C:23]1[C:31]1[CH:40]=[CH:39][C:34](/[C:35](=[N:37]/O)/[NH2:36])=[CH:33][CH:32]=1. Product: [NH:22]1[C:26]2[CH:27]=[CH:28][CH:29]=[CH:30][C:25]=2[N:24]=[C:23]1[C:31]1[CH:40]=[CH:39][C:34]([C:35]2[N:36]=[C:1]([C:2]3[CH:3]=[CH:4][CH:5]=[CH:6][CH:7]=3)[O:9][N:37]=2)=[CH:33][CH:32]=1. The catalyst class is: 3. (2) Reactant: [F:1][C:2]1[CH:7]=[CH:6][C:5]([C:8]2[O:9][C:10]3[CH:20]=[C:19]([N:21]([CH3:26])[S:22]([CH3:25])(=[O:24])=[O:23])[C:18]([C:27]4[CH:32]=[CH:31][CH:30]=[C:29](B5OC(C)(C)C(C)(C)O5)[CH:28]=4)=[CH:17][C:11]=3[C:12]=2[C:13]([NH:15][CH3:16])=[O:14])=[CH:4][CH:3]=1.[F:42][C:43]1[C:48]2[CH:49]=[C:50](I)[S:51][C:47]=2[CH:46]=[CH:45][CH:44]=1.[O-]P([O-])([O-])=O.[K+].[K+].[K+]. Product: [F:42][C:43]1[C:48]2[CH:49]=[C:50]([C:29]3[CH:28]=[C:27]([C:18]4[C:19]([N:21]([CH3:26])[S:22]([CH3:25])(=[O:24])=[O:23])=[CH:20][C:10]5[O:9][C:8]([C:5]6[CH:4]=[CH:3][C:2]([F:1])=[CH:7][CH:6]=6)=[C:12]([C:13]([NH:15][CH3:16])=[O:14])[C:11]=5[CH:17]=4)[CH:32]=[CH:31][CH:30]=3)[S:51][C:47]=2[CH:46]=[CH:45][CH:44]=1. The catalyst class is: 151. (3) Reactant: [F:1][C:2]1[CH:3]=[C:4]([N:8]=[C:9]=[O:10])[CH:5]=[CH:6][CH:7]=1.C([N:18]1[C@@H]2[C@@](C3C=CC(OC)=C(OC)C=3)(CC[C@@H](N)C2)CC1)C1C=CC=CC=1. Product: [F:1][C:2]1[CH:3]=[C:4]([NH:8][C:9](=[O:10])[NH2:18])[CH:5]=[CH:6][CH:7]=1. The catalyst class is: 2. (4) Reactant: [OH:1][CH2:2][C@H:3]([NH:14][S:15]([C:18]1[C:26]2[O:25][CH2:24][CH2:23][C:22]=2[CH:21]=[C:20](Br)[CH:19]=1)(=[O:17])=[O:16])[CH2:4][C:5]1[C:13]2[C:8](=[CH:9][CH:10]=[CH:11][CH:12]=2)[NH:7][CH:6]=1.[C:28]([C:31]1[CH:36]=[CH:35][C:34](B(O)O)=[CH:33][CH:32]=1)(=[O:30])[CH3:29].C1(C)C=CC=CC=1P(C1C=CC=CC=1C)C1C=CC=CC=1C.C(N(CC)CC)C. Product: [OH:1][CH2:2][C@H:3]([NH:14][S:15]([C:18]1[C:26]2[O:25][CH2:24][CH2:23][C:22]=2[CH:21]=[C:20]([C:34]2[CH:35]=[CH:36][C:31]([C:28](=[O:30])[CH3:29])=[CH:32][CH:33]=2)[CH:19]=1)(=[O:17])=[O:16])[CH2:4][C:5]1[C:13]2[C:8](=[CH:9][CH:10]=[CH:11][CH:12]=2)[NH:7][CH:6]=1. The catalyst class is: 713. (5) Reactant: [CH2:1]([C:3]1[CH:8]=[CH:7][C:6]([C:9]2[C:13]([CH2:14][O:15][C:16]3[C:21]([F:22])=[CH:20][C:19]([CH2:23][CH2:24][C:25]([O:27]C(C)(C)C)=[O:26])=[CH:18][C:17]=3[F:32])=[C:12]([C:33]([F:36])([F:35])[F:34])[S:11][N:10]=2)=[CH:5][CH:4]=1)[CH3:2].C(O)(C(F)(F)F)=O. Product: [CH2:1]([C:3]1[CH:4]=[CH:5][C:6]([C:9]2[C:13]([CH2:14][O:15][C:16]3[C:21]([F:22])=[CH:20][C:19]([CH2:23][CH2:24][C:25]([OH:27])=[O:26])=[CH:18][C:17]=3[F:32])=[C:12]([C:33]([F:34])([F:35])[F:36])[S:11][N:10]=2)=[CH:7][CH:8]=1)[CH3:2]. The catalyst class is: 4. (6) Reactant: [CH3:1][C:2]1[CH:3]=[N:4][C:5]2[CH:6]=[CH:7][CH:8]=[C:9]([OH:12])[C:10]=2[N:11]=1.C(N(CC)CC)C.C1C=CC(N([S:27]([C:30]([F:33])([F:32])[F:31])(=[O:29])=[O:28])[S:27]([C:30]([F:33])([F:32])[F:31])(=[O:29])=[O:28])=CC=1. Product: [CH3:1][C:2]1[CH:3]=[N:4][C:5]2[C:10]([N:11]=1)=[C:9]([O:12][S:27]([C:30]([F:33])([F:32])[F:31])(=[O:29])=[O:28])[CH:8]=[CH:7][CH:6]=2. The catalyst class is: 4. (7) Reactant: [NH2:1][CH2:2][CH2:3][CH2:4][CH2:5][OH:6].[CH:7]1[C:12]2[C:13]3[C:24](=O)[C:23]4[CH:22]=[CH:21][CH:20]=[CH:19][C:18]=4[C:14]=3[O:15][C:16](=[O:17])[C:11]=2[CH:10]=[CH:9][CH:8]=1. Product: [OH:6][CH2:5][CH2:4][CH2:3][CH2:2][N:1]1[C:24]2[C:23]3[CH:22]=[CH:21][CH:20]=[CH:19][C:18]=3[C:14](=[O:15])[C:13]=2[C:12]2[C:11](=[CH:10][CH:9]=[CH:8][CH:7]=2)[C:16]1=[O:17]. The catalyst class is: 22. (8) Reactant: [CH:1]1([C:4](/[C:6](=[CH:12]/N(C)C)/[C:7]([O:9][CH2:10]C)=[O:8])=O)[CH2:3][CH2:2]1.Br.[CH3:17][CH:18]1[O:23][CH:22]([CH3:24])[CH2:21][N:20]([C:25](=[NH:27])[NH2:26])[CH2:19]1.C[O-].[Na+]. Product: [CH:1]1([C:4]2[C:6]([C:7]([O:9][CH3:10])=[O:8])=[CH:12][N:26]=[C:25]([N:20]3[CH2:19][CH:18]([CH3:17])[O:23][CH:22]([CH3:24])[CH2:21]3)[N:27]=2)[CH2:3][CH2:2]1. The catalyst class is: 5.